From a dataset of Reaction yield outcomes from USPTO patents with 853,638 reactions. Predict the reaction yield, written as a fraction of the theoretical maximum amount of product (1.0 means a 100% yield; for example, 0.34 means a 34% yield). (1) The reactants are [N+:1]([C:4]1[CH:12]=[C:11]2[C:7]([CH2:8][CH2:9][NH:10]2)=[CH:6][CH:5]=1)([O-])=O.C(=O)([O-])O.[Na+].Br[CH2:19][C:20]([O:22][CH3:23])=[O:21]. The yield is 0.750. The product is [NH2:1][C:4]1[CH:12]=[C:11]2[C:7]([CH2:8][CH2:9][N:10]2[CH2:19][C:20]([O:22][CH3:23])=[O:21])=[CH:6][CH:5]=1. The catalyst is CN(C=O)C.CO.[Pd]. (2) The reactants are Br[C:2]1[C:3]([CH3:22])=[C:4]([CH3:21])[C:5]2[O:9][C:8]([CH3:11])([CH3:10])[CH:7]([C:12]3[CH:17]=[CH:16][C:15]([CH3:18])=[CH:14][CH:13]=3)[C:6]=2[C:19]=1[CH3:20].[C:23]1([C@H:29]([NH2:31])[CH3:30])[CH:28]=[CH:27][CH:26]=[CH:25][CH:24]=1.[Na].Cl. The catalyst is C([O-])(=O)C.[Pd+2].C([O-])(=O)C.C1(C)C=CC=CC=1. The product is [C:23]1([C@H:29]([NH:31][C:2]2[C:3]([CH3:22])=[C:4]([CH3:21])[C:5]3[O:9][C:8]([CH3:11])([CH3:10])[CH:7]([C:12]4[CH:17]=[CH:16][C:15]([CH3:18])=[CH:14][CH:13]=4)[C:6]=3[C:19]=2[CH3:20])[CH3:30])[CH:28]=[CH:27][CH:26]=[CH:25][CH:24]=1. The yield is 0.955. (3) The reactants are [CH:1]1[C:2]([C:10]([OH:12])=[O:11])=[CH:3][N:4]2[C:9]=1[CH2:8][CH2:7][CH2:6][CH2:5]2.[CH3:13]N(C=O)C.C(Cl)(=O)C(Cl)=O.C(N(CC)CC)C. The catalyst is CO.C(Cl)Cl. The product is [CH:1]1[C:2]([C:10]([O:12][CH3:13])=[O:11])=[CH:3][N:4]2[C:9]=1[CH2:8][CH2:7][CH2:6][CH2:5]2. The yield is 0.580. (4) The reactants are I[C:2]1[C:7]([NH:8][C:9](=[O:14])[C:10]([F:13])([F:12])[F:11])=[C:6]([O:15][CH:16]([CH3:18])[CH3:17])[C:5]([O:19][CH3:20])=[CH:4][CH:3]=1.[CH:21](N(CC)C(C)C)([CH3:23])[CH3:22].C#CC. The catalyst is CN(C=O)C.[Cu]I. The product is [CH:16]([O:15][C:6]1[C:5]([O:19][CH3:20])=[CH:4][CH:3]=[C:2]([C:22]#[C:21][CH3:23])[C:7]=1[NH:8][C:9](=[O:14])[C:10]([F:13])([F:12])[F:11])([CH3:18])[CH3:17]. The yield is 0.790. (5) The reactants are C(=O)([O-])[O-].[Cs+].[Cs+].[Cl:7][C:8]1[CH:9]=[C:10](/[CH:14]=[CH:15]/B2OC(C)(C)C(C)(C)O2)[CH:11]=[CH:12][CH:13]=1.[C:25]([O:29][C:30]([N:32]1[CH2:37][CH2:36][C:35]2[N:38]([CH3:48])[C:39]([C:41]3[CH:46]=[CH:45][N:44]=[C:43](I)[N:42]=3)=[CH:40][C:34]=2[C:33]1=[O:49])=[O:31])([CH3:28])([CH3:27])[CH3:26]. The catalyst is O1CCOCC1.C1C=CC([P]([Pd]([P](C2C=CC=CC=2)(C2C=CC=CC=2)C2C=CC=CC=2)([P](C2C=CC=CC=2)(C2C=CC=CC=2)C2C=CC=CC=2)[P](C2C=CC=CC=2)(C2C=CC=CC=2)C2C=CC=CC=2)(C2C=CC=CC=2)C2C=CC=CC=2)=CC=1. The product is [C:25]([O:29][C:30]([N:32]1[CH2:37][CH2:36][C:35]2[N:38]([CH3:48])[C:39]([C:41]3[CH:46]=[CH:45][N:44]=[C:43](/[CH:15]=[CH:14]/[C:10]4[CH:11]=[CH:12][CH:13]=[C:8]([Cl:7])[CH:9]=4)[N:42]=3)=[CH:40][C:34]=2[C:33]1=[O:49])=[O:31])([CH3:28])([CH3:27])[CH3:26]. The yield is 0.500. (6) The reactants are Cl.[Cl:2][C:3]1[CH:8]=[CH:7][C:6]([S:9]([N:12]2[CH2:17][CH2:16][NH:15][CH2:14][C:13]2=[O:18])(=[O:11])=[O:10])=[C:5]([N+:19]([O-:21])=[O:20])[CH:4]=1.[CH2:22]([O:29][C:30]([NH:32][C:33]1[NH:34][C:35](=[O:46])[C:36]2[N:37]=[CH:38][N:39]([CH2:42][C:43](O)=[O:44])[C:40]=2[N:41]=1)=[O:31])[C:23]1[CH:28]=[CH:27][CH:26]=[CH:25][CH:24]=1. No catalyst specified. The product is [CH2:22]([O:29][C:30]([NH:32][C:33]1[NH:34][C:35](=[O:46])[C:36]2[N:37]=[CH:38][N:39]([CH2:42][C:43]([N:15]3[CH2:16][CH2:17][N:12]([S:9]([C:6]4[CH:7]=[CH:8][C:3]([Cl:2])=[CH:4][C:5]=4[N+:19]([O-:21])=[O:20])(=[O:11])=[O:10])[C:13](=[O:18])[CH2:14]3)=[O:44])[C:40]=2[N:41]=1)=[O:31])[C:23]1[CH:28]=[CH:27][CH:26]=[CH:25][CH:24]=1. The yield is 0.600.